From a dataset of Catalyst prediction with 721,799 reactions and 888 catalyst types from USPTO. Predict which catalyst facilitates the given reaction. Reactant: [CH3:1][N:2]1[C:6]([N+:7]([O-:9])=[O:8])=[CH:5][N:4]=[C:3]1[CH2:10][CH2:11][OH:12].[CH3:13][S:14](Cl)(=[O:16])=[O:15].O. Product: [CH3:13][S:14]([O:12][CH2:11][CH2:10][C:3]1[N:2]([CH3:1])[C:6]([N+:7]([O-:9])=[O:8])=[CH:5][N:4]=1)(=[O:16])=[O:15]. The catalyst class is: 2.